From a dataset of Reaction yield outcomes from USPTO patents with 853,638 reactions. Predict the reaction yield, written as a fraction of the theoretical maximum amount of product (1.0 means a 100% yield; for example, 0.34 means a 34% yield). (1) The catalyst is C(#N)C.CN(C)C=O. The product is [Cl:1][C:2]1[CH:7]=[CH:6][C:5]([C:8]([CH3:13])([CH3:12])[C:9]([NH:15][NH2:16])=[O:10])=[CH:4][CH:3]=1. The reactants are [Cl:1][C:2]1[CH:7]=[CH:6][C:5]([C:8]([CH3:13])([CH3:12])[C:9](O)=[O:10])=[CH:4][CH:3]=1.O[N:15]1C2C=CC=CC=2N=[N:16]1.Cl.C(N=C=NCCCN(C)C)C. The yield is 0.900. (2) The product is [C:20]([O:23][C@@H:24]1[C@H:28]([CH2:29][CH2:30][CH2:31][CH2:32][CH2:33][CH2:34][C:35]([O:37][CH3:38])=[O:36])[C@@H:27](/[CH:39]=[CH:7]/[C:8](=[O:16])[C:9]([F:14])([F:15])[CH2:10][CH2:11][CH2:12][CH3:13])[C@H:26]([O:41][CH:42]2[CH2:47][CH2:46][CH2:45][CH2:44][O:43]2)[CH2:25]1)(=[O:22])[CH3:21]. The catalyst is O1CCOCC1.O. The reactants are COP([CH2:7][C:8](=[O:16])[C:9]([F:15])([F:14])[CH2:10][CH2:11][CH2:12][CH3:13])(=O)OC.O.[OH-].[Li+].[C:20]([O:23][C@@H:24]1[C@H:28]([CH2:29][CH2:30][CH2:31][CH2:32][CH2:33][CH2:34][C:35]([O:37][CH3:38])=[O:36])[C@@H:27]([CH:39]=O)[C@H:26]([O:41][CH:42]2[CH2:47][CH2:46][CH2:45][CH2:44][O:43]2)[CH2:25]1)(=[O:22])[CH3:21]. The yield is 0.559. (3) The reactants are [NH:1]1[CH2:6][CH2:5][CH:4]([OH:7])[CH2:3][CH2:2]1.C1(P(C2C=CC=CC=2)C2C=CC=CC=2)C=CC=CC=1.O[C:28]1[CH:38]=[CH:37][C:31]([C:32]([O:34][CH2:35][CH3:36])=[O:33])=[CH:30][CH:29]=1.N(C(OCC)=O)=NC(OCC)=O. The catalyst is O1CCCC1. The product is [CH3:6][N:1]1[CH2:2][CH2:3][CH:4]([O:7][C:28]2[CH:38]=[CH:37][C:31]([C:32]([O:34][CH2:35][CH3:36])=[O:33])=[CH:30][CH:29]=2)[CH2:5]1. The yield is 0.200. (4) The yield is 0.730. The product is [C:1]([NH:5][C:6](=[O:35])[CH2:7][N:8]1[C:17](=[O:18])[C:16]2[C:11](=[CH:12][CH:13]=[C:14]([CH2:19][CH2:20][CH2:21][CH2:22][N:23]3[CH2:27][CH2:26][CH2:25][CH2:24]3)[CH:15]=2)[N:10]=[C:9]1[C:28]1[CH:33]=[CH:32][CH:31]=[C:30]([Cl:34])[CH:29]=1)([CH3:4])([CH3:2])[CH3:3]. The catalyst is CO.[Pd]. The reactants are [C:1]([NH:5][C:6](=[O:35])[CH2:7][N:8]1[C:17](=[O:18])[C:16]2[C:11](=[CH:12][CH:13]=[C:14]([CH:19]=[CH:20][CH2:21][CH2:22][N:23]3[CH2:27][CH2:26][CH2:25][CH2:24]3)[CH:15]=2)[N:10]=[C:9]1[C:28]1[CH:33]=[CH:32][CH:31]=[C:30]([Cl:34])[CH:29]=1)([CH3:4])([CH3:3])[CH3:2]. (5) The reactants are [CH:1]1[C:10]2[C:5](=[CH:6][CH:7]=[CH:8][CH:9]=2)[CH:4]=[CH:3][N:2]=1.C([BH-](CC)CC)C.[Na+].[S:19]1[CH:23]=[CH:22][CH:21]=[C:20]1[CH:24]=O.[OH-].[Na+].OO. The catalyst is O1CCCC1. The product is [S:19]1[CH:23]=[CH:22][CH:21]=[C:20]1[CH2:24][C:4]1[C:5]2[C:10](=[CH:9][CH:8]=[CH:7][CH:6]=2)[CH:1]=[N:2][CH:3]=1. The yield is 0.767. (6) The reactants are C(OP([CH2:8][C:9]([O:11]CC)=[O:10])OCC)C.[H-].[Na+].[Br:16][C:17]1[CH:18]=[C:19]([C:22](=O)[CH3:23])[S:20][CH:21]=1. The catalyst is C1COCC1. The product is [Br:16][C:17]1[CH:18]=[C:19]([C:22]([CH3:23])=[CH:8][C:9]([OH:11])=[O:10])[S:20][CH:21]=1. The yield is 0.790. (7) The reactants are C1C=CC(P(C2C=CC=CC=2)C2C=CC=CC=2)=CC=1.[CH3:20][O:21][C:22](=[O:62])[C:23]1[CH:28]=[CH:27][C:26]([O:29][CH2:30][CH2:31][C:32]2[C:40]3[C:35](=[CH:36][CH:37]=[C:38]([Cl:41])[CH:39]=3)[N:34]([CH:42]([C:49]3[CH:54]=[CH:53][CH:52]=[CH:51][CH:50]=3)[C:43]3[CH:48]=[CH:47][CH:46]=[CH:45][CH:44]=3)[C:33]=2[CH2:55][CH2:56][N:57]=[N+]=[N-])=[CH:25][C:24]=1[O:60][CH3:61].O. The catalyst is C1COCC1. The product is [CH3:20][O:21][C:22](=[O:62])[C:23]1[CH:28]=[CH:27][C:26]([O:29][CH2:30][CH2:31][C:32]2[C:40]3[C:35](=[CH:36][CH:37]=[C:38]([Cl:41])[CH:39]=3)[N:34]([CH:42]([C:49]3[CH:50]=[CH:51][CH:52]=[CH:53][CH:54]=3)[C:43]3[CH:48]=[CH:47][CH:46]=[CH:45][CH:44]=3)[C:33]=2[CH2:55][CH2:56][NH2:57])=[CH:25][C:24]=1[O:60][CH3:61]. The yield is 0.120. (8) The reactants are [Br:1][C:2]1[CH:3]=[C:4]([C:7]([O:9][CH3:10])=[O:8])[O:5][CH:6]=1.C1C(=O)N([Cl:18])C(=O)C1. The catalyst is CN(C)C=O. The product is [Br:1][C:2]1[CH:3]=[C:4]([C:7]([O:9][CH3:10])=[O:8])[O:5][C:6]=1[Cl:18]. The yield is 0.750.